From a dataset of Catalyst prediction with 721,799 reactions and 888 catalyst types from USPTO. Predict which catalyst facilitates the given reaction. (1) Reactant: [CH3:1][C:2]1[C:3]([C:8]([NH:10][C:11]2[CH:12]=[C:13]3[CH:19]=[C:18]([C:20]4[CH:25]=[CH:24][C:23]([F:26])=[CH:22][CH:21]=4)[N:17](C(OC(C)C)=O)[C:14]3=[N:15][CH:16]=2)=[O:9])=[N:4][NH:5][C:6]=1[CH3:7].[OH-].[K+]. Product: [F:26][C:23]1[CH:22]=[CH:21][C:20]([C:18]2[NH:17][C:14]3=[N:15][CH:16]=[C:11]([NH:10][C:8]([C:3]4[C:2]([CH3:1])=[C:6]([CH3:7])[NH:5][N:4]=4)=[O:9])[CH:12]=[C:13]3[CH:19]=2)=[CH:25][CH:24]=1. The catalyst class is: 5. (2) Reactant: [Cl:1][C:2]1[CH:24]=[CH:23][C:5]([CH2:6][N:7]2[C:12](=[O:13])[CH:11]=[CH:10][C:9]([C:14]3[CH:19]=[CH:18][C:17]([CH2:20][C:21]#[N:22])=[CH:16][CH:15]=3)=[CH:8]2)=[CH:4][CH:3]=1.C([Sn](=O)CCCC)CCC.[N:35]([Si](C)(C)C)=[N+:36]=[N-:37]. Product: [N:22]1[NH:35][N:36]=[N:37][C:21]=1[CH2:20][C:17]1[CH:18]=[CH:19][C:14]([C:9]2[CH:10]=[CH:11][C:12](=[O:13])[N:7]([CH2:6][C:5]3[CH:23]=[CH:24][C:2]([Cl:1])=[CH:3][CH:4]=3)[CH:8]=2)=[CH:15][CH:16]=1. The catalyst class is: 11. (3) Reactant: C([O:3][C:4]([C:6]1[N:7]([CH3:17])[N:8]=[C:9]([C:11]2[CH:16]=[CH:15][CH:14]=[CH:13][CH:12]=2)[CH:10]=1)=[O:5])C.[OH-].[Na+]. Product: [CH3:17][N:7]1[C:6]([C:4]([OH:5])=[O:3])=[CH:10][C:9]([C:11]2[CH:16]=[CH:15][CH:14]=[CH:13][CH:12]=2)=[N:8]1. The catalyst class is: 5. (4) Reactant: [Br:1][C:2]1[CH:11]=[CH:10][C:9]([F:12])=[C:8]2[C:3]=1[CH:4]=[CH:5][C:6](Cl)=[N:7]2.[CH3:14][O-:15].[Na+]. Product: [Br:1][C:2]1[CH:11]=[CH:10][C:9]([F:12])=[C:8]2[C:3]=1[CH:4]=[CH:5][C:6]([O:15][CH3:14])=[N:7]2. The catalyst class is: 24.